This data is from Reaction yield outcomes from USPTO patents with 853,638 reactions. The task is: Predict the reaction yield, written as a fraction of the theoretical maximum amount of product (1.0 means a 100% yield; for example, 0.34 means a 34% yield). (1) The reactants are [CH3:1][CH:2]([CH2:6][CH2:7][CH2:8][CH3:9])[C:3]([OH:5])=[O:4].S(=O)(=O)(O)O.[CH3:15]O. The catalyst is O. The product is [CH3:1][CH:2]([CH2:6][CH2:7][CH2:8][CH3:9])[C:3]([O:5][CH3:15])=[O:4]. The yield is 0.930. (2) The reactants are C[O:2][C:3](=[O:30])[C:4]1[CH:9]=[CH:8][C:7]([NH:10][C:11](=[O:29])[CH:12]([C:19]2[CH:24]=[CH:23][C:22]([S:25]([CH3:28])(=[O:27])=[O:26])=[CH:21][CH:20]=2)[CH2:13][CH:14]2[CH2:18][CH2:17][CH2:16][CH2:15]2)=[N:6][CH:5]=1.[OH-].[Li+]. The catalyst is O1CCCC1. The product is [CH:14]1([CH2:13][CH:12]([C:19]2[CH:24]=[CH:23][C:22]([S:25]([CH3:28])(=[O:27])=[O:26])=[CH:21][CH:20]=2)[C:11]([NH:10][C:7]2[CH:8]=[CH:9][C:4]([C:3]([OH:30])=[O:2])=[CH:5][N:6]=2)=[O:29])[CH2:18][CH2:17][CH2:16][CH2:15]1. The yield is 0.700. (3) The reactants are [CH3:1][O:2][C:3](=[O:17])[CH2:4][O:5][C:6]1[CH:15]=[CH:14][C:13]([SH:16])=[C:12]2[C:7]=1[CH2:8][CH2:9][CH2:10][O:11]2.Cl[CH2:19][C:20]1[S:24][C:23]([C:25]2[CH:30]=[CH:29][C:28]([C:31]([F:34])([F:33])[F:32])=[CH:27][CH:26]=2)=[N:22][C:21]=1[CH3:35].C(=O)([O-])[O-].[Cs+].[Cs+]. The catalyst is C(#N)C. The product is [CH3:1][O:2][C:3](=[O:17])[CH2:4][O:5][C:6]1[CH:15]=[CH:14][C:13]([S:16][CH2:19][C:20]2[S:24][C:23]([C:25]3[CH:26]=[CH:27][C:28]([C:31]([F:34])([F:32])[F:33])=[CH:29][CH:30]=3)=[N:22][C:21]=2[CH3:35])=[C:12]2[C:7]=1[CH2:8][CH2:9][CH2:10][O:11]2. The yield is 0.950. (4) The reactants are [CH:1]1([CH2:4][O:5][C:6]2[CH:11]=[CH:10][C:9]([S:12]([CH3:15])(=[O:14])=[O:13])=[CH:8][C:7]=2B2OC(C)(C)C(C)(C)O2)[CH2:3][CH2:2]1.Br[C:26]1[C:27]2[CH:36]=[CH:35][O:34][C:28]=2[C:29](=[O:33])[N:30]([CH3:32])[CH:31]=1.[O-]P([O-])([O-])=O.[K+].[K+].[K+]. The catalyst is O1CCOCC1.O.C1C=CC(P(C2C=CC=CC=2)[C-]2C=CC=C2)=CC=1.C1C=CC(P(C2C=CC=CC=2)[C-]2C=CC=C2)=CC=1.Cl[Pd]Cl.[Fe+2]. The product is [CH:1]1([CH2:4][O:5][C:6]2[CH:11]=[CH:10][C:9]([S:12]([CH3:15])(=[O:13])=[O:14])=[CH:8][C:7]=2[C:26]2[C:27]3[CH:36]=[CH:35][O:34][C:28]=3[C:29](=[O:33])[N:30]([CH3:32])[CH:31]=2)[CH2:2][CH2:3]1. The yield is 0.490. (5) The product is [C:1]([C:3]1[CH:8]=[CH:7][C:6]([N:9]([CH2:14][CH2:15][F:16])[CH2:10][C:11]([NH2:28])=[O:12])=[CH:5][C:4]=1[C:17]([F:20])([F:19])[F:18])#[N:2]. The yield is 0.400. The catalyst is C(Cl)Cl. The reactants are [C:1]([C:3]1[CH:8]=[CH:7][C:6]([N:9]([CH2:14][CH2:15][F:16])[CH2:10][C:11](O)=[O:12])=[CH:5][C:4]=1[C:17]([F:20])([F:19])[F:18])#[N:2].C(Cl)(=O)C(Cl)=O.C[N:28](C=O)C.N.